From a dataset of Human Reference Interactome with 51,813 positive PPI pairs across 8,248 proteins, plus equal number of experimentally-validated negative pairs. Binary Classification. Given two protein amino acid sequences, predict whether they physically interact or not. (1) Protein 1 (ENSG00000114902) has sequence MARGGDTGCTGPSETSASGAAAIALPGLEGPATDAQCQTLPLTVLKSRSPSPRSLPPALSCPPPQPAMLEHLSSLPTQMDYKGQKLAEQMFQGIILFSAIVGFIYGYVAEQFGWTVYIVMAGFAFSCLLTLPPWPIYRRHPLKWLPVQESSTDDKKPGERKIKRHAKNN*MFQGIILFSAIVGFIYGYVAEQFGWTVYIVMAGFAFSCLLTLPPWPIYRRHPLKWLPVQESSTDDKKPGERKIKRHAKNN*MLEHLSSLPTQMDYKGQKLAEQMFQGIILFSAIVGFIYGYVAEQFGWTV.... Protein 2 (ENSG00000214253) has sequence MEAVLNELVSVEDLLKFEKKFQSEKAAGSVSKSTQFEYAWCLVRSKYNDDIRKGIVLLEELLPKGSKEEQRDYVFYLAVGNYRLKEYEKALKYVRGLLQTEPQNNQAKELERLIDKAMKKDGLVGMAIVGGMALGVAGLAGLIGLAVSKSKS*MKLERSLKRNFSLRRQQARCPRARSLSTPGAWCGASTMMTSVKASCCSRSCCPKGARRNSGITSSTWPWGTTGSRWTRGHGHRGRHGPGCGGTGRTHRTCCVQVQILKETREPTENAPGGPVHPRCPFPVLPLPPVSILCGLQLISA.... Result: 1 (the proteins interact). (2) Protein 1 (ENSG00000169567) has sequence MADEIAKAQVARPGGDTIFGKIIRKEIPAKIIFEDDRCLAFHDISPQAPTHFLVIPKKHISQISVAEDDDESLLGHLMIVGKKCAADLGLNKGYRMVVNEGSDGGQSVYHVHLHVLGGRQMHWPPG*MADEIAKAQVARPGGDTIFGKIIRKEIPAKIIFEDDRCLAFHDISPQAPTHFLVIPKKHISQISVAEDDDESVITKEKPEKPLGLQLPSCFPKLLHHFVSHQQ*MADEIAKAQVARPGGDTIFGKIIRKEIPAKIIFEDDRVGTGHHLSRLLSALLSMTFPLKHQHIFW*MAD.... Protein 2 (ENSG00000144134) has sequence MAEDKTKPSELDQGKYDADDNVKIICLGDSAVGKSKLMERFLMDGFQPQQLSTYALTLYKHTATVDGKTILVADINVTQKSFNFAKKFSLPLYFVSAADGTNVVKLFNDAIRLAVSYKQNSQDFMDEIFQELENFSLEQEEEDVPDQEQSSSIETPSEEVASPHS*MAEDKTKPSELDQGKYDADDNVKIICLGDSAVGKSKLMERFLMDGFQPQQLSTYALTLYKHTATVDGKTILVDFWDTAGQERFQSMHASYYHKAHACIMVFDIQRKVTYRNLSTWYTELREFRPEIPCIVVANK.... Result: 0 (the proteins do not interact). (3) Protein 1 (ENSG00000148450) has sequence MARLLWLLRGLTLGTAPRRAVRGQAGGGGPGTGPGLGEAGSLATCELPLAKSEWQKKLTPEQFYVTREKGTEPPFSGIYLNNKEAGMYHCVCCDSPLFSSEKKYCSGTGWPSFSEAHGTSGSDESHTGILRRLDTSLGSARTEVVCKQCEAHLGHVFPDGPGPNGQRFCINSVALKFKPRKH*XSLATCELPLAKSEWQKKLTPEQFYVTREKGTEPPFSGIYLNNKEAGMYHCVCCDSPLFRSLLDIQKEVFSIKGSRSPSTSRGNGFDSEVLRKSTALALGGLRFPRLMVRLALMKAT.... Protein 2 (ENSG00000094880) has sequence MAASTSMVPVAVTAAVAPVLSINSDFSDLREIKKQLLLIAGLTRERGLLHSSKWSAELAFSLPALPLAELQPPPPITEEDAQDMDAYTLAKAYFDVKEYDRAAHFLHGCNSKKAYFLYMYSRYLSGEKKKDDETVDSLGPLEKGQVKNEALRELRVELSKKHQARELDGFGLYLYGVVLRKLDLVKEAIDVFVEATHVLPLHWGAWLELCNLITDKEMLKFLSLPDTWMKEFFLAHIYTELQLIEEALQKYQNLIDVGFSKSSYIVSQIAVAYHNIRDIDKALSIFNELRKQDPYRIENM.... Result: 0 (the proteins do not interact). (4) Protein 1 (ENSG00000182223) has sequence MAALGDEVLDGYVFPACPPCSYRYPYPAATKGKGAAGGSWQQRGRGCLPASSPCSAGAASLSFPGCGRLTAAEYFDSYQRERLMALLAQVGPGLGPRARRAGSCDVAVQVSPRIDAAVQCSLGRRTLQRRARDPESPAGPGAEGTTGGGSFSQQPSRRGLEQGSPQNGAPRPMRFPRTVAVYSPLALRRLTAFLEGPGPAAGEQRSGASDGERGPPPARLQGPEEGEVWTKKAPRRPQSDDDGEAQAAVRASWEQPADGPELPPREAQEGEAAPRSALRSPGQPPSAGRARDGGDGREAA.... Protein 2 (ENSG00000163508) has sequence MQLGEQLLVSSVNLPGAHFYPLESARGGSGGSAGHLPSAAPSPQKLDLDKASKKFSGSLSCEAVSGEPAAASAGAPAAMLSDTDAGDAFASAAAVAKPGPPDGRKGSPCGEEELPSAAAAAAAAAAAAAATARYSMDSLSSERYYLQSPGPQGSELAAPCSLFPYQAAAGAPHGPVYPAPNGARYPYGSMLPPGGFPAAVCPPGRAQFGPGAGAGSGAGGSSGGGGGPGTYQYSQGAPLYGPYPGAAAAGSCGGLGGLGVPGSGFRAHVYLCNRPLWLKFHRHQTEMIITKQGRRMFPFL.... Result: 0 (the proteins do not interact). (5) Result: 0 (the proteins do not interact). Protein 2 (ENSG00000159173) has sequence MPEVERKPKITASRKLLLKSLMLAKAKECWEQEHEEREAEKVRYLAERIPTLQTRGLSLSALQDLCRELHAKVEVVDEERYDIEAKCLHNTREIKDLKLKVMDLRGKFKRPPLRRVRVSADAMLRALLGSKHKVSMDLRANLKSVKKEDTEKERPVEVGDWRKNVEAMSGMEGRKKMFDAAKSPTSQ*MLAKAKECWEQEHEEREAEKVRYLAERIPTLQTRGLSLSALQDLCRELHAKVEVVDEERYDIEAKCLHNTREIKDLKLKVMDLRGKFKRPPLRRVRVSADAMLRALLGSKHK.... Protein 1 (ENSG00000182533) has sequence MMAEEHTDLEAQIVKDIHCKEIDLVNRDPKNINEDIVKVDFEDVIAEPVGTYSFDGVWKVSYTTFTVSKYWCYRLLSTLLGVPLALLWGFLFACISFCHIWAVVPCIKSYLIEIQCISHIYSLCIRTFCNPLFAALGQVCSSIKVVLRKEV*. (6) Protein 1 (ENSG00000133812) has sequence MARLADYFIVVGYDHEKPGSGEGLGKIIQRFPQKDWDDTPFPQGIELFCQPGGWQLSRERKQPTFFVVVLTDIDSDRHYCSCLTFYEAEINLQGTKKEEIEGEAKVSGLIQPAEVFAPKSLVLVSRLYYPEIFRACLGLIYTVYVDSLNVSLESLIANLCACLVPAAGGSQKLFSLGAGDRQLIQTPLHDSLPITGTSVALLFQQLGIQNVLSLFCAVLTENKVLFHSASFQRLSDACRALESLMFPLKYSYPYIPILPAQLLEVLSSPTPFIIGVHSVFKTDVHELLDVIIADLDGGTI.... Protein 2 (ENSG00000228927) has sequence MRPEGSLTYRVPERLRQGFCGVGRAAQALVCASAKEGTAFRMEAVQEGAAGVESEQAALGEEAVLLLDDIMAEVEVVAEEEGLVERREEAQRAQQAVPGPGPMTPESALEELLAVQVELEPVNAQARKAFSRQREKMERRRKPHLDRRGAVIQSVPGFWANVIANHPQMSALITDEDEDMLSYMVSLEVEEEKHPVHLCKIMLFFRSNPYFQNKVITKEYLVNITEYRASHSTPIEWYPDYEVEAYRRRHHNSSLNFFNWFSDHNFAGSNKIAESPDRSYVRTCGAIPCNTTRG*MRPEG.... Result: 0 (the proteins do not interact). (7) Protein 1 (ENSG00000144488) has sequence MEKQRALVAAKDGDVATLERLLEAGALGPGITDALGAGLVHHATRAGHLDCVKFLVQRAQLPGNQRAHNGATPAHDAAATGSLAELCWLVREGGCGLQDQDASGVSPLHLAARFGHPVLVEWLLHEGHSATLETREGARPLHHAAVSGDLTCLKLLTAAHGSSVNRRTRSGASPLYLACQEGHLHLAQFLVKDCGADVHLRALDGMSALHAAAARGHYSLVVWLVTFTDIGLTARDNEGATALHFAARGGHTPILDRLLLMGTPILRDSWGGTPLHDAAENGQMECCQTLVSHHVDPSLR.... Protein 2 (ENSG00000089639) has sequence MDAAEPGLPPGPEGRKRYSDIFRSLDNLEISLGNVTLEMLAGDPLLSEDPEPDKTPTATVTNEASCWSGPSPEGPVPLTGEELDLRLIRTKGGVDAALEYAKTWSRYAKELLAWTEKRASYELEFAKSTMKIAEAGKVSIQQQSHMPLQYIYTLFLEHDLSLGTLAMETVAQQKRDYYQPLAAKRTEIEKWRKEFKEQWMKEQKRMNEAVQALRRAQLQYVQRSEDLRARSQGSPEDSAPQASPGPSKQQERRRRSREEAQAKAQEAEALYQACVREANARQQDLEIAKQRIVSHVRKLV.... Result: 0 (the proteins do not interact).